Dataset: Experimentally validated miRNA-target interactions with 360,000+ pairs, plus equal number of negative samples. Task: Binary Classification. Given a miRNA mature sequence and a target amino acid sequence, predict their likelihood of interaction. (1) The miRNA is cel-miR-49-3p with sequence AAGCACCACGAGAAGCUGCAGA. The protein sequence of the target gene is MEGAEGNAGQPGPAERSHRSSVSSVGARAADVLVYLADDTVVPLAVENLSSISAHELHRAVREVLQLPDVALEAFALWLVSPLLEVQLKPKHQPYKLGRQWPELLLRFTNASDDDVAMDEPSLQFRRNVFFPRRRELQIHDEEVLRLLYEEAKGNVLTARYPCDLEDCEVLGGLVCRVQLGPYQPGQPAACTLREKLDSFLPAHLCKRGHGLFAAFRGRGAKTGPGEQGLLNAYRQVKEVTGNNSEREATLGSHYRAYLLKCHELPFYGCAFFHGEVDKPAQGFLHRGGRKPVTVAISLE.... Result: 0 (no interaction). (2) The miRNA is hsa-miR-6842-3p with sequence UUGGCUGGUCUCUGCUCCGCAG. The protein sequence of the target gene is MESSVDEEALHQLYLWVDNIPLSRPKRNLSRDFSDGVLVAELIKFYFPKMVEMHNYVPANSLQQKLSNWGHLNRKVLNKLNFSVPDDVMRKIAQCSPGVVELVLIPLRQRLEERQRRQKLGVGSLQELAPQDSSGYMDMGLPQKVRGEGAPALGEQLREGRPLASRPPGYNQALQGDPSFVLQIAEKEQELLASQETVQVLQMKVKRLEHLLQLKNVRIDDLSRRLQQAERKQR. Result: 0 (no interaction). (3) The miRNA is mmu-miR-669c-3p with sequence UACACACACACACACAAGUAAA. The protein sequence of the target gene is MAANVGDQRAADWSSQYSMVTGNSRENGMETPMHENPEWEKARQALASISKAGATSSSKASSSGPVASAQYVSQAEASALQQQQQQYYQWYQQYNYAYPYSYYYPMSMYQSYGSPSQYGMASSYGSATAQQPSAPQHQGTLNQPPVPGMDESMAYQASPQQLPAAQPPQPSNSQHGTHSLSNGPQPGTAPSTQHSQAGAPTGQAYGPHSYSEPAKPKKGQQLWTRMKPAPGTGGLKFNIQKRPFAVTSQSFSSNSEGQHSSFGPQPNSENTQNRSGPSGRGNLSGKPDDWPQDMKEYVER.... Result: 0 (no interaction).